Dataset: Peptide-MHC class II binding affinity with 134,281 pairs from IEDB. Task: Regression. Given a peptide amino acid sequence and an MHC pseudo amino acid sequence, predict their binding affinity value. This is MHC class II binding data. (1) The MHC is HLA-DQA10201-DQB10402 with pseudo-sequence HLA-DQA10201-DQB10402. The binding affinity (normalized) is 0.391. The peptide sequence is FFMSPKGISRMSMAM. (2) The peptide sequence is IMGHVYLQASTGYGL. The MHC is DRB1_1201 with pseudo-sequence DRB1_1201. The binding affinity (normalized) is 0.457. (3) The peptide sequence is KFGVAKKANVYAVKV. The MHC is DRB1_0401 with pseudo-sequence DRB1_0401. The binding affinity (normalized) is 0.406.